From a dataset of Catalyst prediction with 721,799 reactions and 888 catalyst types from USPTO. Predict which catalyst facilitates the given reaction. (1) Reactant: [NH:1]([C:3]1[CH:8]=[N:7][CH:6]=[CH:5][N:4]=1)[NH2:2].[C:9]1(=O)[CH2:14][CH2:13][CH2:12][CH2:11][CH2:10]1. Product: [C:9]1(=[N:2][NH:1][C:3]2[CH:8]=[N:7][CH:6]=[CH:5][N:4]=2)[CH2:14][CH2:13][CH2:12][CH2:11][CH2:10]1. The catalyst class is: 14. (2) Reactant: [C:1]([NH:4][C:5]([CH2:16][C:17](=[O:37])[C:18]1[CH:23]=[CH:22][C:21]([O:24][C:25]2[CH:30]=[CH:29][C:28]([C:31]3[N:36]=[CH:35][CH:34]=[CH:33][N:32]=3)=[CH:27][CH:26]=2)=[CH:20][CH:19]=1)([C:11](OCC)=[O:12])[C:6](OCC)=[O:7])(=[O:3])[CH3:2].OP([O-])([O-])=O.[K+].[K+].[BH4-].[Na+].[OH-].[Na+]. Product: [OH:7][CH2:6][C:5]([NH:4][C:1](=[O:3])[CH3:2])([CH2:11][OH:12])[CH2:16][CH:17]([OH:37])[C:18]1[CH:23]=[CH:22][C:21]([O:24][C:25]2[CH:30]=[CH:29][C:28]([C:31]3[N:32]=[CH:33][CH:34]=[CH:35][N:36]=3)=[CH:27][CH:26]=2)=[CH:20][CH:19]=1. The catalyst class is: 88. (3) Reactant: [CH2:1]([O:3][C:4](=[O:13])[CH:5](Cl)[C:6](=[O:11])[C:7]([F:10])([F:9])[F:8])[CH3:2].[C:14]([NH2:22])(=[O:21])[C:15]1[CH:20]=[CH:19][CH:18]=[CH:17][CH:16]=1. Product: [C:15]1([C:14]2[O:21][C:5]([C:4]([OH:3])=[O:13])=[C:6]([C:7]([F:8])([F:9])[F:10])[N:22]=2)[CH:20]=[CH:19][CH:18]=[CH:17][CH:16]=1.[CH2:1]([O:3][C:4]([CH:5]1[O:21][C:14]([C:15]2[CH:20]=[CH:19][CH:18]=[CH:17][CH:16]=2)=[N:22][C:6]1([OH:11])[C:7]([F:10])([F:9])[F:8])=[O:13])[CH3:2]. The catalyst class is: 8. (4) Reactant: C(Cl)(=O)C(Cl)=O.[F:7][C:8]1[CH:16]=[CH:15][C:11]([C:12](O)=[O:13])=[C:10]([C:17]([F:20])([F:19])[F:18])[CH:9]=1.CN.C1COCC1.[CH2:28]([N:30](CC)CC)C. Product: [F:7][C:8]1[CH:16]=[CH:15][C:11]([C:12]([NH:30][CH3:28])=[O:13])=[C:10]([C:17]([F:20])([F:19])[F:18])[CH:9]=1. The catalyst class is: 174. (5) Product: [C:37]1([N:36]([C:30]2[CH:31]=[CH:32][CH:33]=[CH:34][CH:35]=2)[C:12]2[C:25]3[CH:26]=[CH:27][CH:28]=[CH:29][C:24]=3[C:23]3[C:22]4[CH:21]=[CH:20][CH:19]=[CH:18][C:17]=4[CH:16]=[CH:15][C:14]=3[CH:13]=2)[CH:38]=[CH:39][CH:40]=[CH:41][CH:42]=1. Reactant: ClP(C(C)(C)C)C(C)(C)C.Br[C:12]1[C:25]2[CH:26]=[CH:27][CH:28]=[CH:29][C:24]=2[C:23]2[C:22]3[CH:21]=[CH:20][CH:19]=[CH:18][C:17]=3[CH:16]=[CH:15][C:14]=2[CH:13]=1.[C:30]1([NH:36][C:37]2[CH:42]=[CH:41][CH:40]=[CH:39][CH:38]=2)[CH:35]=[CH:34][CH:33]=[CH:32][CH:31]=1.CC(C)([O-])C.[Na+]. The catalyst class is: 493. (6) Reactant: [CH3:1][O:2][C:3]1[CH:43]=[CH:42][C:6]([CH2:7][N:8]([CH2:33][C:34]2[CH:39]=[CH:38][C:37]([O:40][CH3:41])=[CH:36][CH:35]=2)[C:9]2[C:10]([C:31]#[N:32])=[N:11][C:12]([C:21]3[CH:26]=[CH:25][C:24](=[O:27])[N:23]([CH:28]([CH3:30])[CH3:29])[N:22]=3)=[C:13]([C:15]3[CH:20]=[CH:19][CH:18]=[CH:17][CH:16]=3)[N:14]=2)=[CH:5][CH:4]=1.[OH-:44].[Na+]. Product: [CH3:41][O:40][C:37]1[CH:36]=[CH:35][C:34]([CH2:33][N:8]([CH2:7][C:6]2[CH:5]=[CH:4][C:3]([O:2][CH3:1])=[CH:43][CH:42]=2)[C:9]2[C:10]([C:31]([NH2:32])=[O:44])=[N:11][C:12]([C:21]3[CH:26]=[CH:25][C:24](=[O:27])[N:23]([CH:28]([CH3:30])[CH3:29])[N:22]=3)=[C:13]([C:15]3[CH:16]=[CH:17][CH:18]=[CH:19][CH:20]=3)[N:14]=2)=[CH:39][CH:38]=1. The catalyst class is: 12.